This data is from Peptide-MHC class I binding affinity with 185,985 pairs from IEDB/IMGT. The task is: Regression. Given a peptide amino acid sequence and an MHC pseudo amino acid sequence, predict their binding affinity value. This is MHC class I binding data. (1) The binding affinity (normalized) is 0.0847. The peptide sequence is YGPDVEVNV. The MHC is HLA-A02:03 with pseudo-sequence HLA-A02:03. (2) The peptide sequence is HSKKKCDEL. The binding affinity (normalized) is 0. The MHC is HLA-A02:03 with pseudo-sequence HLA-A02:03.